From a dataset of Full USPTO retrosynthesis dataset with 1.9M reactions from patents (1976-2016). Predict the reactants needed to synthesize the given product. (1) Given the product [C:1]([O:5][C:6]([N:8]1[CH2:12][C@H:11]2[NH:13][CH2:14][C@H:15]([OH:16])[C@H:10]2[N:9]1[C:27](=[O:50])[C@@H:28]([NH:33][C:34](=[O:49])[C:35]1[CH:36]=[CH:37][C:38]([NH:41][C:42]([O:44][C:45]([CH3:48])([CH3:47])[CH3:46])=[O:43])=[CH:39][CH:40]=1)[CH2:29][CH:30]([CH3:32])[CH3:31])=[O:7])([CH3:2])([CH3:3])[CH3:4], predict the reactants needed to synthesize it. The reactants are: [C:1]([O:5][C:6]([N:8]1[CH2:12][C@H:11]2[N:13](C(OCC3C=CC=CC=3)=O)[CH2:14][C@H:15]([OH:16])[C@H:10]2[N:9]1[C:27](=[O:50])[C@@H:28]([NH:33][C:34](=[O:49])[C:35]1[CH:40]=[CH:39][C:38]([NH:41][C:42]([O:44][C:45]([CH3:48])([CH3:47])[CH3:46])=[O:43])=[CH:37][CH:36]=1)[CH2:29][CH:30]([CH3:32])[CH3:31])=[O:7])([CH3:4])([CH3:3])[CH3:2].[H][H]. (2) Given the product [CH3:1][O:2][C:3](=[O:37])[CH:4]([C:9]1[CH:10]=[C:11]([C:23]2[CH:28]=[C:27]([C:29]([F:32])([F:30])[F:31])[CH:26]=[C:25]([C:33]([F:35])([F:34])[F:36])[CH:24]=2)[CH:12]=[C:13]([C:43]2[CH:44]=[CH:45][C:40]([C:38]#[N:39])=[CH:41][CH:42]=2)[CH:14]=1)[CH2:5][CH:6]([CH3:7])[CH3:8], predict the reactants needed to synthesize it. The reactants are: [CH3:1][O:2][C:3](=[O:37])[CH:4]([C:9]1[CH:10]=[C:11]([C:23]2[CH:28]=[C:27]([C:29]([F:32])([F:31])[F:30])[CH:26]=[C:25]([C:33]([F:36])([F:35])[F:34])[CH:24]=2)[CH:12]=[C:13](OS(C(F)(F)F)(=O)=O)[CH:14]=1)[CH2:5][CH:6]([CH3:8])[CH3:7].[C:38]([C:40]1[CH:45]=[CH:44][C:43](B(O)O)=[CH:42][CH:41]=1)#[N:39]. (3) Given the product [Cl:1][C:2]1[CH:7]=[CH:6][C:5]([NH:8][C:9]([N:11]2[CH2:12][CH2:13][CH:14]([O:17][C:18]3[CH:23]=[CH:22][CH:21]=[CH:20][CH:19]=3)[CH2:15][CH2:16]2)=[O:10])=[CH:4][CH:3]=1, predict the reactants needed to synthesize it. The reactants are: [Cl:1][C:2]1[CH:7]=[CH:6][C:5]([NH:8][C:9]([N:11]2[CH2:16][CH2:15][CH:14]([OH:17])[CH2:13][CH2:12]2)=[O:10])=[CH:4][CH:3]=1.[CH:18]1[CH:23]=[CH:22][C:21](P([C:18]2[CH:23]=[CH:22][CH:21]=[CH:20][CH:19]=2)[C:18]2[CH:23]=[CH:22][CH:21]=[CH:20][CH:19]=2)=[CH:20][CH:19]=1.N(C(OCC)=O)=NC(OCC)=O.C1(O)C=CC=CC=1. (4) Given the product [C:44]([O:43][C:41](=[O:42])[NH:40][C@H:28]([CH2:27][NH:26][C:24](=[O:25])[C@@H:18]([NH2:17])[CH2:19][CH2:20][C:21]([NH2:23])=[O:22])[CH2:29][CH2:30][CH2:31][NH:32][C:33]([O:35][C:36]([CH3:37])([CH3:38])[CH3:39])=[O:34])([CH3:45])([CH3:46])[CH3:47], predict the reactants needed to synthesize it. The reactants are: C1C2C(COC(=O)[NH:17][C@H:18]([C:24]([NH:26][CH2:27][C@@H:28]([NH:40][C:41]([O:43][C:44]([CH3:47])([CH3:46])[CH3:45])=[O:42])[CH2:29][CH2:30][CH2:31][NH:32][C:33]([O:35][C:36]([CH3:39])([CH3:38])[CH3:37])=[O:34])=[O:25])[CH2:19][CH2:20][C:21]([NH2:23])=[O:22])C3C(=CC=CC=3)C=2C=CC=1.N1CCCCC1. (5) Given the product [NH:7]1[C:8]2[C:13](=[CH:12][CH:11]=[CH:10][CH:9]=2)[CH2:14][CH:5]([CH2:3][OH:2])[CH2:6]1, predict the reactants needed to synthesize it. The reactants are: C[O:2][C:3]([CH:5]1[CH2:14][C:13]2[C:8](=[CH:9][CH:10]=[CH:11][CH:12]=2)[NH:7][CH2:6]1)=O.[H-].[H-].[H-].[H-].[Li+].[Al+3]. (6) Given the product [CH3:12][O:11][C:5]1[CH:4]=[CH:3][C:2]([NH:1][CH2:16][C:15]2[C:18]([F:28])=[C:19]([F:27])[C:20]([C:23]([F:24])([F:26])[F:25])=[C:21]([F:22])[C:14]=2[F:13])=[CH:10][C:6]=1[C:7]([OH:9])=[O:8], predict the reactants needed to synthesize it. The reactants are: [NH2:1][C:2]1[CH:3]=[CH:4][C:5]([O:11][CH3:12])=[C:6]([CH:10]=1)[C:7]([OH:9])=[O:8].[F:13][C:14]1[C:21]([F:22])=[C:20]([C:23]([F:26])([F:25])[F:24])[C:19]([F:27])=[C:18]([F:28])[C:15]=1[CH2:16]Br. (7) Given the product [O:33]=[C:25]1[NH:27][C:28](=[O:29])/[C:30](=[CH:1]/[C:3]2[O:11][C:10]3[C:9]([C:12]4[CH2:17][CH2:16][N:15]([S:18]([N:21]([CH3:22])[CH3:23])(=[O:19])=[O:20])[CH2:14][CH:13]=4)=[CH:8][N:7]=[CH:6][C:5]=3[CH:4]=2)/[S:24]1, predict the reactants needed to synthesize it. The reactants are: [CH:1]([C:3]1[O:11][C:10]2[C:9]([C:12]3[CH2:17][CH2:16][N:15]([S:18]([N:21]([CH3:23])[CH3:22])(=[O:20])=[O:19])[CH2:14][CH:13]=3)=[CH:8][N:7]=[CH:6][C:5]=2[CH:4]=1)=O.[S:24]1[CH2:30][C:28](=[O:29])[NH:27][C:25]1=S.C([O-])(=[O:33])C.[Na+].